Dataset: NCI-60 drug combinations with 297,098 pairs across 59 cell lines. Task: Regression. Given two drug SMILES strings and cell line genomic features, predict the synergy score measuring deviation from expected non-interaction effect. (1) Drug 1: COC1=CC(=CC(=C1O)OC)C2C3C(COC3=O)C(C4=CC5=C(C=C24)OCO5)OC6C(C(C7C(O6)COC(O7)C8=CC=CS8)O)O. Drug 2: C1=CN(C(=O)N=C1N)C2C(C(C(O2)CO)O)O.Cl. Cell line: COLO 205. Synergy scores: CSS=65.9, Synergy_ZIP=0.413, Synergy_Bliss=-0.136, Synergy_Loewe=5.16, Synergy_HSA=7.13. (2) Drug 1: CS(=O)(=O)CCNCC1=CC=C(O1)C2=CC3=C(C=C2)N=CN=C3NC4=CC(=C(C=C4)OCC5=CC(=CC=C5)F)Cl. Drug 2: C1=NNC2=C1C(=O)NC=N2. Cell line: ACHN. Synergy scores: CSS=31.0, Synergy_ZIP=-8.79, Synergy_Bliss=-0.966, Synergy_Loewe=-36.2, Synergy_HSA=-3.63. (3) Drug 1: CCC1=CC2CC(C3=C(CN(C2)C1)C4=CC=CC=C4N3)(C5=C(C=C6C(=C5)C78CCN9C7C(C=CC9)(C(C(C8N6C)(C(=O)OC)O)OC(=O)C)CC)OC)C(=O)OC.C(C(C(=O)O)O)(C(=O)O)O. Drug 2: C(=O)(N)NO. Cell line: SW-620. Synergy scores: CSS=56.2, Synergy_ZIP=-2.86, Synergy_Bliss=2.36, Synergy_Loewe=-15.6, Synergy_HSA=1.32. (4) Drug 1: CC1C(C(CC(O1)OC2CC(CC3=C2C(=C4C(=C3O)C(=O)C5=C(C4=O)C(=CC=C5)OC)O)(C(=O)CO)O)N)O.Cl. Drug 2: CN(C)C1=NC(=NC(=N1)N(C)C)N(C)C. Cell line: RPMI-8226. Synergy scores: CSS=13.0, Synergy_ZIP=-5.39, Synergy_Bliss=1.08, Synergy_Loewe=1.48, Synergy_HSA=2.54. (5) Drug 1: CC12CCC3C(C1CCC2O)C(CC4=C3C=CC(=C4)O)CCCCCCCCCS(=O)CCCC(C(F)(F)F)(F)F. Drug 2: N.N.Cl[Pt+2]Cl. Cell line: OVCAR-5. Synergy scores: CSS=39.7, Synergy_ZIP=0.914, Synergy_Bliss=0.306, Synergy_Loewe=4.79, Synergy_HSA=5.22.